This data is from Reaction yield outcomes from USPTO patents with 853,638 reactions. The task is: Predict the reaction yield, written as a fraction of the theoretical maximum amount of product (1.0 means a 100% yield; for example, 0.34 means a 34% yield). (1) The reactants are Cl.[CH3:2][O:3][C:4]([C@@H:6]1[CH2:13][CH2:12][CH2:11][CH2:10][CH2:9][CH2:8][C@@H:7]1[NH2:14])=[O:5].C([O-])(=O)C.[Na+].[CH3:20][C:21]([CH3:26])([CH3:25])[CH2:22][CH:23]=O.C([BH3-])#N.[Na+].C(=O)(O)[O-].[Na+]. The catalyst is CO.C(OCC)(=O)C. The product is [CH3:2][O:3][C:4]([C@@H:6]1[CH2:13][CH2:12][CH2:11][CH2:10][CH2:9][CH2:8][C@@H:7]1[NH:14][CH2:23][CH2:22][C:21]([CH3:26])([CH3:25])[CH3:20])=[O:5]. The yield is 0.930. (2) The reactants are [C:1]([O:5][C:6]([N:8]1[CH2:12][C:11]([F:14])([F:13])[CH2:10][CH:9]1[C:15]1[NH:16][C:17]([C:20]2[CH:25]=[CH:24][C:23](Br)=[CH:22][CH:21]=2)=[CH:18][N:19]=1)=[O:7])([CH3:4])([CH3:3])[CH3:2].[Si:27]([C:31]#[CH:32])([CH3:30])([CH3:29])[CH3:28].C(N(CC)CC)C.N#N. The catalyst is CN(C=O)C.C1C=CC([P]([Pd]([P](C2C=CC=CC=2)(C2C=CC=CC=2)C2C=CC=CC=2)([P](C2C=CC=CC=2)(C2C=CC=CC=2)C2C=CC=CC=2)[P](C2C=CC=CC=2)(C2C=CC=CC=2)C2C=CC=CC=2)(C2C=CC=CC=2)C2C=CC=CC=2)=CC=1.[Cu]I. The product is [C:1]([O:5][C:6]([N:8]1[CH2:12][C:11]([F:14])([F:13])[CH2:10][CH:9]1[C:15]1[NH:16][C:17]([C:20]2[CH:25]=[CH:24][C:23]([C:32]#[C:31][Si:27]([CH3:30])([CH3:29])[CH3:28])=[CH:22][CH:21]=2)=[CH:18][N:19]=1)=[O:7])([CH3:4])([CH3:3])[CH3:2]. The yield is 0.790.